Dataset: Full USPTO retrosynthesis dataset with 1.9M reactions from patents (1976-2016). Task: Predict the reactants needed to synthesize the given product. (1) Given the product [Br:43][CH2:17][CH2:16][CH:15]([C:3]1[S:4][C:5]2[CH:10]=[C:9]([C:11]([F:14])([F:13])[F:12])[CH:8]=[CH:7][C:6]=2[C:2]=1[CH3:1])[CH2:19][CH2:20][CH2:21][CH3:22], predict the reactants needed to synthesize it. The reactants are: [CH3:1][C:2]1[C:6]2[CH:7]=[CH:8][C:9]([C:11]([F:14])([F:13])[F:12])=[CH:10][C:5]=2[S:4][C:3]=1[CH:15]([CH2:19][CH2:20][CH2:21][CH3:22])[CH2:16][CH2:17]O.C1(P(C2C=CC=CC=2)C2C=CC=CC=2)C=CC=CC=1.C(Br)(Br)(Br)[Br:43]. (2) Given the product [NH:1]1[C:5]2[CH:6]=[CH:7][CH:8]=[CH:9][C:4]=2[N:3]=[C:2]1[S:10]([CH2:11][C:12]1[CH:17]=[CH:16][CH:15]=[CH:14][C:13]=1[NH2:18])=[O:24], predict the reactants needed to synthesize it. The reactants are: [NH:1]1[C:5]2[CH:6]=[CH:7][CH:8]=[CH:9][C:4]=2[N:3]=[C:2]1[S:10][CH2:11][C:12]1[CH:17]=[CH:16][CH:15]=[CH:14][C:13]=1[NH2:18].ClC1C=C(C=CC=1)C(OO)=[O:24]. (3) Given the product [NH2:29][C:21]1[CH:20]=[C:19]([CH:24]=[C:23]([C:25]([F:28])([F:27])[F:26])[CH:22]=1)[C:18]([NH:17][C:13]1[CH:14]=[CH:15][CH:16]=[C:11]([C@@H:9]([NH:8][C:6]2[CH:5]=[N:4][CH:3]=[C:2]([Cl:1])[N:7]=2)[CH3:10])[CH:12]=1)=[O:32], predict the reactants needed to synthesize it. The reactants are: [Cl:1][C:2]1[N:7]=[C:6]([NH:8][C@H:9]([C:11]2[CH:12]=[C:13]([NH:17][C:18](=[O:32])[C:19]3[CH:24]=[C:23]([C:25]([F:28])([F:27])[F:26])[CH:22]=[C:21]([N+:29]([O-])=O)[CH:20]=3)[CH:14]=[CH:15][CH:16]=2)[CH3:10])[CH:5]=[N:4][CH:3]=1.[Cl-].[NH4+].[In]. (4) Given the product [C:1]([C:5]1[N:6]=[C:7]([NH:10][C:11]([C:13]2[CH:45]=[CH:44][N:16]3[C:17](=[O:43])[C:18](/[CH:27]=[CH:28]/[C:29]4[N:33]([CH2:34][C:35]5[CH:36]=[CH:37][C:38]([O:41][CH3:42])=[CH:39][CH:40]=5)[N:32]=[N:31][N:30]=4)=[C:19]([N:21]4[CH2:26][CH2:25][N:24]([C:53](=[O:54])[CH2:52][NH:51][C:49](=[O:50])[CH2:48][N:47]([CH3:56])[CH3:46])[CH2:23][CH2:22]4)[N:20]=[C:15]3[CH:14]=2)=[O:12])[S:8][CH:9]=1)([CH3:4])([CH3:2])[CH3:3], predict the reactants needed to synthesize it. The reactants are: [C:1]([C:5]1[N:6]=[C:7]([NH:10][C:11]([C:13]2[CH:45]=[CH:44][N:16]3[C:17](=[O:43])[C:18](/[CH:27]=[CH:28]/[C:29]4[N:33]([CH2:34][C:35]5[CH:40]=[CH:39][C:38]([O:41][CH3:42])=[CH:37][CH:36]=5)[N:32]=[N:31][N:30]=4)=[C:19]([N:21]4[CH2:26][CH2:25][NH:24][CH2:23][CH2:22]4)[N:20]=[C:15]3[CH:14]=2)=[O:12])[S:8][CH:9]=1)([CH3:4])([CH3:3])[CH3:2].[CH3:46][N:47]([CH3:56])[CH2:48][C:49]([NH:51][CH2:52][C:53](O)=[O:54])=[O:50].C1C=CC2N(O)N=NC=2C=1.Cl.